This data is from Forward reaction prediction with 1.9M reactions from USPTO patents (1976-2016). The task is: Predict the product of the given reaction. (1) Given the reactants [C:1]([O:5][C:6]([N:8]1[CH2:13][CH2:12][CH:11]([NH:14][C:15]2[CH:20]=[CH:19][C:18]([F:21])=[CH:17][CH:16]=2)[CH2:10][CH2:9]1)=[O:7])([CH3:4])([CH3:3])[CH3:2].[CH3:22][O:23][C:24]1[CH:25]=[C:26]([C:34]2[CH:35]=[C:36]([CH:39]=[CH:40][CH:41]=2)[CH2:37]Cl)[CH:27]=[C:28]([O:32][CH3:33])[C:29]=1[O:30][CH3:31], predict the reaction product. The product is: [C:1]([O:5][C:6]([N:8]1[CH2:13][CH2:12][CH:11]([N:14]([C:15]2[CH:20]=[CH:19][C:18]([F:21])=[CH:17][CH:16]=2)[CH2:37][C:36]2[CH:39]=[CH:40][CH:41]=[C:34]([C:26]3[CH:27]=[C:28]([O:32][CH3:33])[C:29]([O:30][CH3:31])=[C:24]([O:23][CH3:22])[CH:25]=3)[CH:35]=2)[CH2:10][CH2:9]1)=[O:7])([CH3:4])([CH3:2])[CH3:3]. (2) Given the reactants [CH3:1][O:2][C:3]1[CH:8]=[CH:7][CH:6]=[C:5]([CH3:9])[C:4]=1[NH2:10].I[C:12]([F:24])([C:17]([F:23])([F:22])[C:18]([F:21])([F:20])[F:19])[C:13]([F:16])([F:15])[F:14].S(S([O-])=O)([O-])=O.[Na+].[Na+].C(=O)([O-])O.[Na+], predict the reaction product. The product is: [F:24][C:12]([C:7]1[CH:6]=[C:5]([CH3:9])[C:4]([NH2:10])=[C:3]([O:2][CH3:1])[CH:8]=1)([C:13]([F:14])([F:15])[F:16])[C:17]([F:22])([F:23])[C:18]([F:21])([F:20])[F:19].